From a dataset of Full USPTO retrosynthesis dataset with 1.9M reactions from patents (1976-2016). Predict the reactants needed to synthesize the given product. (1) Given the product [OH:15][CH2:14][C:9]1[CH2:10][CH2:11][N:12]([C:24](=[O:25])[CH3:23])[CH2:13][C:8]=1[C:2]1[CH:3]=[CH:4][CH:5]=[CH:6][CH:7]=1, predict the reactants needed to synthesize it. The reactants are: Cl.[C:2]1([C:8]2[CH2:13][NH:12][CH2:11][CH2:10][C:9]=2[CH2:14][OH:15])[CH:7]=[CH:6][CH:5]=[CH:4][CH:3]=1.CCN(CC)CC.[CH3:23][C:24](OC(C)=O)=[O:25]. (2) Given the product [Br:1][C:2]1[CH:7]=[C:6]([N+:8]([O-:10])=[O:9])[CH:5]=[CH:4][C:3]=1[S:16][C:13]([CH3:15])([CH3:14])[CH3:12], predict the reactants needed to synthesize it. The reactants are: [Br:1][C:2]1[CH:7]=[C:6]([N+:8]([O-:10])=[O:9])[CH:5]=[CH:4][C:3]=1F.[CH3:12][C:13]([SH:16])([CH3:15])[CH3:14].C(=O)([O-])[O-].[K+].[K+]. (3) The reactants are: C(OC(=O)[NH:7][C@H:8]([CH2:31][NH:32][C:33]([C:35]1[C:40]([NH2:41])=[N:39][C:38]([NH2:42])=[C:37]([Cl:43])[N:36]=1)=[O:34])[CH2:9][CH2:10][CH2:11][CH2:12][NH:13][C:14](=[O:30])[CH2:15][C:16]1[CH:21]=[CH:20][C:19]([O:22][CH2:23][C:24]2[CH:29]=[CH:28][CH:27]=[CH:26][CH:25]=2)=[CH:18][CH:17]=1)(C)(C)C.[C:45]([OH:51])([C:47]([F:50])([F:49])[F:48])=[O:46]. Given the product [F:48][C:47]([F:50])([F:49])[C:45]([OH:51])=[O:46].[NH2:7][C@@H:8]([CH2:9][CH2:10][CH2:11][CH2:12][NH:13][C:14](=[O:30])[CH2:15][C:16]1[CH:17]=[CH:18][C:19]([O:22][CH2:23][C:24]2[CH:29]=[CH:28][CH:27]=[CH:26][CH:25]=2)=[CH:20][CH:21]=1)[CH2:31][NH:32][C:33]([C:35]1[C:40]([NH2:41])=[N:39][C:38]([NH2:42])=[C:37]([Cl:43])[N:36]=1)=[O:34], predict the reactants needed to synthesize it. (4) Given the product [ClH:22].[CH3:21][C:9]1([C:17]([O:19][CH3:20])=[O:18])[CH:10]2[CH:15]([CH2:14][CH2:13][CH2:12][CH2:11]2)[CH2:16][NH:8]1, predict the reactants needed to synthesize it. The reactants are: C([N:8]1[CH2:16][CH:15]2[CH:10]([CH2:11][CH2:12][CH2:13][CH2:14]2)[C:9]1([CH3:21])[C:17]([O:19][CH3:20])=[O:18])(OC(C)(C)C)=O.[ClH:22]. (5) Given the product [C:13]([C:9]1[C:10]([CH3:12])=[CH:11][C:2]([CH:15]2[CH2:17][CH2:16]2)=[C:3]([CH:8]=1)[C:4]([O:6][CH3:7])=[O:5])#[N:14], predict the reactants needed to synthesize it. The reactants are: Br[C:2]1[CH:11]=[C:10]([CH3:12])[C:9]([C:13]#[N:14])=[CH:8][C:3]=1[C:4]([O:6][CH3:7])=[O:5].[CH:15]1(B(O)O)[CH2:17][CH2:16]1.C(=O)([O-])[O-].[K+].[K+]. (6) Given the product [CH3:36][S:37]([OH:40])(=[O:39])=[O:38].[CH3:1][C:2]1([CH3:35])[C:14]2[NH:13][C:12]3[C:7](=[CH:8][CH:9]=[C:10]([C:15]#[N:16])[CH:11]=3)[C:6]=2[C:5](=[O:17])[C:4]2[CH:18]=[C:19]([CH3:34])[C:20]([N:22]3[CH2:23][CH2:24][CH:25]([N:28]4[CH2:29][CH2:30][O:31][CH2:32][CH2:33]4)[CH2:26][CH2:27]3)=[CH:21][C:3]1=2, predict the reactants needed to synthesize it. The reactants are: [CH3:1][C:2]1([CH3:35])[C:14]2[NH:13][C:12]3[C:7](=[CH:8][CH:9]=[C:10]([C:15]#[N:16])[CH:11]=3)[C:6]=2[C:5](=[O:17])[C:4]2[CH:18]=[C:19]([CH3:34])[C:20]([N:22]3[CH2:27][CH2:26][CH:25]([N:28]4[CH2:33][CH2:32][O:31][CH2:30][CH2:29]4)[CH2:24][CH2:23]3)=[CH:21][C:3]1=2.[CH3:36][S:37]([OH:40])(=[O:39])=[O:38].